This data is from Peptide-MHC class I binding affinity with 185,985 pairs from IEDB/IMGT. The task is: Regression. Given a peptide amino acid sequence and an MHC pseudo amino acid sequence, predict their binding affinity value. This is MHC class I binding data. (1) The peptide sequence is NHINVELSW. The MHC is HLA-B38:01 with pseudo-sequence HLA-B38:01. The binding affinity (normalized) is 0.595. (2) The binding affinity (normalized) is 0.406. The peptide sequence is LPKSMVFTA. The MHC is HLA-B35:01 with pseudo-sequence HLA-B35:01. (3) The MHC is HLA-A02:02 with pseudo-sequence HLA-A02:02. The binding affinity (normalized) is 0.0636. The peptide sequence is AQTVEDEARR. (4) The peptide sequence is LLLCLIFLL. The binding affinity (normalized) is 0.633. The MHC is HLA-A02:06 with pseudo-sequence HLA-A02:06. (5) The MHC is Patr-A0901 with pseudo-sequence Patr-A0901. The peptide sequence is FFPSVRDLL. The binding affinity (normalized) is 0.775. (6) The peptide sequence is YERMCNILKG. The MHC is HLA-B40:02 with pseudo-sequence HLA-B40:02. The binding affinity (normalized) is 0.541. (7) The peptide sequence is ETFGFEIQSY. The MHC is HLA-A33:01 with pseudo-sequence HLA-A33:01. The binding affinity (normalized) is 0.374. (8) The peptide sequence is IEDAMPGVL. The MHC is HLA-B44:03 with pseudo-sequence HLA-B44:03. The binding affinity (normalized) is 0.0127.